Dataset: Forward reaction prediction with 1.9M reactions from USPTO patents (1976-2016). Task: Predict the product of the given reaction. The product is: [F:32][C:33]1[CH:38]=[CH:37][C:36]([C:12]2[N:17]=[C:16]3[N:18]([CH2:21][C:22]4[CH:23]=[C:24]5[C:29](=[CH:30][CH:31]=4)[N:28]=[CH:27][CH:26]=[CH:25]5)[N:19]=[N:20][C:15]3=[CH:14][CH:13]=2)=[CH:35][CH:34]=1. Given the reactants FC1C=C([C:12]2[N:17]=[C:16]3[N:18]([CH2:21][C:22]4[CH:23]=[C:24]5[C:29](=[CH:30][CH:31]=4)[N:28]=[CH:27][CH:26]=[CH:25]5)[N:19]=[N:20][C:15]3=[CH:14][CH:13]=2)C=CC=1C(NC)=O.[F:32][C:33]1[CH:38]=[CH:37][C:36](B(O)O)=[CH:35][CH:34]=1.C(=O)([O-])[O-].[K+].[K+].O1CCOCC1, predict the reaction product.